The task is: Predict which catalyst facilitates the given reaction.. This data is from Catalyst prediction with 721,799 reactions and 888 catalyst types from USPTO. (1) Reactant: IC.[Br:3][C:4]1[CH:9]=[CH:8][C:7]([OH:10])=[C:6]([I:11])[CH:5]=1.[C:12](=O)([O-])[O-].[K+].[K+]. Product: [Br:3][C:4]1[CH:9]=[CH:8][C:7]([O:10][CH3:12])=[C:6]([I:11])[CH:5]=1. The catalyst class is: 21. (2) Reactant: [C:1]([C:3]1[CH:8]=[CH:7][C:6]([C:9]2[CH:10]=[N:11][N:12]([C:15]3[CH:23]=[CH:22][C:18]([C:19](O)=[O:20])=[CH:17][N:16]=3)[C:13]=2[OH:14])=[CH:5][CH:4]=1)#[N:2].CCN=C=NCCCN(C)C.C1C=C2N=NN(O)C2=CC=1.O.CCN(C(C)C)C(C)C.[CH3:55][O:56][CH2:57][CH2:58][CH2:59][NH2:60].Cl. Product: [C:1]([C:3]1[CH:8]=[CH:7][C:6]([C:9]2[CH:10]=[N:11][N:12]([C:15]3[CH:23]=[CH:22][C:18]([C:19]([NH:60][CH2:59][CH2:58][CH2:57][O:56][CH3:55])=[O:20])=[CH:17][N:16]=3)[C:13]=2[OH:14])=[CH:5][CH:4]=1)#[N:2]. The catalyst class is: 18. (3) Reactant: [Cl:1][C:2]1[C:3]([NH:18][C:19]2[CH:24]=[CH:23][CH:22]=[CH:21][C:20]=2[S:25]([NH:28][CH3:29])(=[O:27])=[O:26])=[N:4][C:5]([NH:8][C:9]2[CH:14]=[CH:13][CH:12]=[C:11]([N+:15]([O-])=O)[CH:10]=2)=[N:6][CH:7]=1.CCN(C(C)C)C(C)C.[C:39](Cl)(=[O:42])[CH:40]=[CH2:41]. Product: [Cl:1][C:2]1[C:3]([NH:18][C:19]2[CH:24]=[CH:23][CH:22]=[CH:21][C:20]=2[S:25](=[O:27])(=[O:26])[NH:28][CH3:29])=[N:4][C:5]([NH:8][C:9]2[CH:10]=[C:11]([NH:15][C:39](=[O:42])[CH:40]=[CH2:41])[CH:12]=[CH:13][CH:14]=2)=[N:6][CH:7]=1. The catalyst class is: 2. (4) Reactant: [CH3:1][O:2][CH2:3][CH2:4][O:5][C:6]1[CH:11]=[CH:10][N:9]2[C:12]([C:15]3[CH:24]=[CH:23][C:22]4[C:17](=[C:18]([N:25]5[CH2:30][CH2:29][N:28](C(OC(C)(C)C)=O)[CH2:27][CH2:26]5)[CH:19]=[CH:20][CH:21]=4)[N:16]=3)=[CH:13][N:14]=[C:8]2[CH:7]=1.FC(F)(F)C(O)=O. Product: [CH3:1][O:2][CH2:3][CH2:4][O:5][C:6]1[CH:11]=[CH:10][N:9]2[C:12]([C:15]3[CH:24]=[CH:23][C:22]4[C:17](=[C:18]([N:25]5[CH2:30][CH2:29][NH:28][CH2:27][CH2:26]5)[CH:19]=[CH:20][CH:21]=4)[N:16]=3)=[CH:13][N:14]=[C:8]2[CH:7]=1. The catalyst class is: 4. (5) Reactant: Br[C:2]1[N:6]([CH3:7])[CH:5]=[N:4][CH:3]=1.[N:8]1[C:17]2[C:12](=[CH:13][CH:14]=[CH:15][CH:16]=2)[C:11]([CH:18]=[O:19])=[CH:10][CH:9]=1. Product: [CH3:7][N:6]1[C:2]([CH:18]([C:11]2[C:12]3[C:17](=[CH:16][CH:15]=[CH:14][CH:13]=3)[N:8]=[CH:9][CH:10]=2)[OH:19])=[CH:3][N:4]=[CH:5]1. The catalyst class is: 1. (6) Reactant: [CH3:1][C:2]1[C:3]([C:9]#[N:10])=[N:4][C:5]([CH3:8])=[CH:6][CH:7]=1. Product: [CH3:1][C:2]1[C:3]([CH2:9][NH2:10])=[N:4][C:5]([CH3:8])=[CH:6][CH:7]=1. The catalyst class is: 319.